From a dataset of Peptide-MHC class I binding affinity with 185,985 pairs from IEDB/IMGT. Regression. Given a peptide amino acid sequence and an MHC pseudo amino acid sequence, predict their binding affinity value. This is MHC class I binding data. (1) The peptide sequence is RDITAFEGL. The MHC is HLA-A68:02 with pseudo-sequence HLA-A68:02. The binding affinity (normalized) is 0.0847. (2) The peptide sequence is ILLRKGHVF. The MHC is HLA-B15:01 with pseudo-sequence HLA-B15:01. The binding affinity (normalized) is 0.561. (3) The peptide sequence is YADHGANQL. The MHC is HLA-B08:01 with pseudo-sequence HLA-B08:01. The binding affinity (normalized) is 0.0847.